This data is from Peptide-MHC class I binding affinity with 185,985 pairs from IEDB/IMGT. The task is: Regression. Given a peptide amino acid sequence and an MHC pseudo amino acid sequence, predict their binding affinity value. This is MHC class I binding data. (1) The peptide sequence is REQASYLYV. The MHC is HLA-A02:03 with pseudo-sequence HLA-A02:03. The binding affinity (normalized) is 0.0847. (2) The MHC is HLA-A01:01 with pseudo-sequence HLA-A01:01. The peptide sequence is RPASAGAML. The binding affinity (normalized) is 0.0847. (3) The peptide sequence is LLVLLDYQGM. The MHC is HLA-A11:01 with pseudo-sequence HLA-A11:01. The binding affinity (normalized) is 0. (4) The peptide sequence is EIPQFMIGL. The MHC is HLA-B27:05 with pseudo-sequence HLA-B27:05. The binding affinity (normalized) is 0.0847.